Dataset: Forward reaction prediction with 1.9M reactions from USPTO patents (1976-2016). Task: Predict the product of the given reaction. (1) Given the reactants [CH3:1][C:2]1([CH2:13][N:14]2[CH2:19][CH2:18][N:17]([C:20]([O:22][CH2:23][C:24]3[CH:29]=[CH:28][C:27]([S:30][CH3:31])=[CH:26][CH:25]=3)=[O:21])[CH2:16][CH2:15]2)[O:6][C:5]2=[N:7][C:8]([N+:10]([O-:12])=[O:11])=[CH:9][N:4]2[CH2:3]1.ClC1C=CC=C(C(OO)=[O:40])C=1, predict the reaction product. The product is: [CH3:1][C:2]1([CH2:13][N:14]2[CH2:15][CH2:16][N:17]([C:20]([O:22][CH2:23][C:24]3[CH:25]=[CH:26][C:27]([S:30]([CH3:31])=[O:40])=[CH:28][CH:29]=3)=[O:21])[CH2:18][CH2:19]2)[O:6][C:5]2=[N:7][C:8]([N+:10]([O-:12])=[O:11])=[CH:9][N:4]2[CH2:3]1. (2) Given the reactants [Br:1][C:2]1[C:3]([C:8]2[CH:13]=[CH:12][C:11]([NH2:14])=[CH:10][CH:9]=2)=[N:4][N:5]([CH3:7])[CH:6]=1.[CH3:15][NH:16][CH3:17].[O:18]1[CH2:22]CCC1, predict the reaction product. The product is: [Br:1][C:2]1[C:3]([C:8]2[CH:13]=[CH:12][C:11]([NH:14][C:22](=[O:18])[N:16]([CH3:17])[CH3:15])=[CH:10][CH:9]=2)=[N:4][N:5]([CH3:7])[CH:6]=1. (3) Given the reactants [Cl:1][C:2]1[CH:3]=[C:4]([C:8]([N:10]2[CH2:15][C:14]3([CH2:20][CH2:19]C[CH2:17][CH2:16]3)[N:13]([C:21]([C:23]3[N:27]=[CH:26][N:25]([C:28]4[CH:33]=[CH:32][CH:31]=[CH:30][CH:29]=4)[N:24]=3)=[O:22])[CH2:12][CH2:11]2)=[O:9])[CH:5]=[CH:6][CH:7]=1.FC(F)(F)C(O)=O.[Cl:41]C1C=C(C(N2CCNC(CC)(CC)C2)=O)C=CC=1, predict the reaction product. The product is: [Cl:1][C:2]1[CH:3]=[C:4]([C:8]([N:10]2[CH2:11][CH2:12][N:13]([C:21]([C:23]3[N:27]=[CH:26][N:25]([C:28]4[CH:33]=[CH:32][CH:31]=[C:30]([Cl:41])[CH:29]=4)[N:24]=3)=[O:22])[C:14]([CH2:16][CH3:17])([CH2:20][CH3:19])[CH2:15]2)=[O:9])[CH:5]=[CH:6][CH:7]=1.